Dataset: Peptide-MHC class I binding affinity with 185,985 pairs from IEDB/IMGT. Task: Regression. Given a peptide amino acid sequence and an MHC pseudo amino acid sequence, predict their binding affinity value. This is MHC class I binding data. The peptide sequence is LATCAEML. The MHC is H-2-Kb with pseudo-sequence H-2-Kb. The binding affinity (normalized) is 0.